Dataset: Forward reaction prediction with 1.9M reactions from USPTO patents (1976-2016). Task: Predict the product of the given reaction. (1) Given the reactants [Cl:1][C:2]1[CH:3]=[C:4]([NH:9][C:10]2[C:19]3[C:14](=[CH:15][C:16]([O:21][CH3:22])=[C:17]([OH:20])[CH:18]=3)[N:13]=[CH:12][N:11]=2)[CH:5]=[CH:6][C:7]=1[F:8].Cl[CH2:24][CH2:25]OS(C1C=CC=CC=1)(=O)=O.C(=O)([O-])[O-].[K+].[K+].[OH:42][C:43]([CH3:47])([CH3:46])[CH2:44][NH2:45].C(=O)([O-])[O-].[Na+].[Na+], predict the reaction product. The product is: [Cl:1][C:2]1[CH:3]=[C:4]([NH:9][C:10]2[C:19]3[C:14](=[CH:15][C:16]([O:21][CH3:22])=[C:17]([O:20][CH2:24][CH2:25][NH:45][CH2:44][C:43]([OH:42])([CH3:47])[CH3:46])[CH:18]=3)[N:13]=[CH:12][N:11]=2)[CH:5]=[CH:6][C:7]=1[F:8]. (2) Given the reactants [C:1]([O:5][C:6](=[O:26])[NH:7][C@H:8]([C:10](=O)[NH:11][C:12]1[C:17]([NH:18][C:19]2[CH:24]=[CH:23][CH:22]=[CH:21][CH:20]=2)=[CH:16][CH:15]=[CH:14][N:13]=1)[CH3:9])([CH3:4])([CH3:3])[CH3:2], predict the reaction product. The product is: [C:1]([O:5][C:6](=[O:26])[NH:7][C@H:8]([C:10]1[N:18]([C:19]2[CH:24]=[CH:23][CH:22]=[CH:21][CH:20]=2)[C:17]2[C:12]([N:11]=1)=[N:13][CH:14]=[CH:15][CH:16]=2)[CH3:9])([CH3:4])([CH3:3])[CH3:2]. (3) Given the reactants [F:1][C:2]1[CH:11]=[CH:10][C:5]([C:6]([O:8]C)=O)=[CH:4][C:3]=1[OH:12].FC(F)(F)S(O[CH2:19][C:20]([F:23])([F:22])[F:21])(=O)=O.C([O-])([O-])=O.[Cs+].[Cs+].OC1C=CC=CC=1C([O-])=O.[H-].[H-].[H-].[H-].[Li+].[Al+3].CS(C)=O.C(Cl)(=O)C(Cl)=O.C(N(CC)CC)C, predict the reaction product. The product is: [F:1][C:2]1[CH:11]=[CH:10][C:5]([CH:6]=[O:8])=[CH:4][C:3]=1[O:12][CH2:19][C:20]([F:23])([F:22])[F:21].